Dataset: Reaction yield outcomes from USPTO patents with 853,638 reactions. Task: Predict the reaction yield, written as a fraction of the theoretical maximum amount of product (1.0 means a 100% yield; for example, 0.34 means a 34% yield). (1) The reactants are CCN(C(C)C)C(C)C.[F:10][C:11]([F:22])([F:21])[C:12]1[C:17]([C:18]([OH:20])=O)=[CH:16][N:15]=[CH:14][CH:13]=1.C1C=CC2N(O)N=NC=2C=1.CCN=C=NCCCN(C)C.Cl.[O:45]=[C:46]([N:63]1[CH2:68][CH2:67][NH:66][CH2:65][CH2:64]1)[CH2:47][NH:48][C:49]([C:51]1[CH:56]=[CH:55][C:54]([C:57]2[CH:62]=[CH:61][CH:60]=[CH:59][CH:58]=2)=[CH:53][CH:52]=1)=[O:50]. The catalyst is CN(C=O)C.O. The product is [O:45]=[C:46]([N:63]1[CH2:68][CH2:67][N:66]([C:18]([C:17]2[CH:16]=[N:15][CH:14]=[CH:13][C:12]=2[C:11]([F:10])([F:22])[F:21])=[O:20])[CH2:65][CH2:64]1)[CH2:47][NH:48][C:49]([C:51]1[CH:52]=[CH:53][C:54]([C:57]2[CH:62]=[CH:61][CH:60]=[CH:59][CH:58]=2)=[CH:55][CH:56]=1)=[O:50]. The yield is 0.476. (2) The reactants are N(C1C=C(C=CC=1C)C(NOC)=[O:7])N.[NH2:15][C:16]1[N:20]([C:21]2[CH:22]=[C:23]([CH:29]=[CH:30][C:31]=2[CH3:32])[C:24](NOC)=[O:25])[N:19]=[CH:18][C:17]=1[C:33](=[O:41])[C:34]1[CH:39]=[CH:38][CH:37]=[C:36](I)[CH:35]=1.C(N(CC)CC)C. The catalyst is C(O)C. The product is [NH2:15][C:16]1[N:20]([C:21]2[CH:22]=[C:23]([CH:29]=[CH:30][C:31]=2[CH3:32])[C:24]([OH:25])=[O:7])[N:19]=[CH:18][C:17]=1[C:33](=[O:41])[C:34]1[CH:39]=[CH:38][CH:37]=[CH:36][CH:35]=1. The yield is 0.250. (3) The catalyst is CN(C=O)C. The product is [CH2:1]([C:8]1[CH:18]=[CH:17][CH:16]=[CH:15][C:9]=1[O:10][CH2:11][C:12]([N:22]([CH:19]([CH3:21])[CH3:20])[NH:23][C:24](=[O:31])[C:25]1[CH:30]=[CH:29][CH:28]=[CH:27][CH:26]=1)=[O:14])[C:2]1[CH:3]=[CH:4][CH:5]=[CH:6][CH:7]=1. The yield is 0.600. The reactants are [CH2:1]([C:8]1[CH:18]=[CH:17][CH:16]=[CH:15][C:9]=1[O:10][CH2:11][C:12]([OH:14])=O)[C:2]1[CH:7]=[CH:6][CH:5]=[CH:4][CH:3]=1.[CH:19]([NH:22][NH:23][C:24](=[O:31])[C:25]1[CH:30]=[CH:29][CH:28]=[CH:27][CH:26]=1)([CH3:21])[CH3:20].C(N(C(C)C)CC)(C)C.C1CN([P+](Br)(N2CCCC2)N2CCCC2)CC1.F[P-](F)(F)(F)(F)F. (4) The reactants are Cl.[NH2:2][C:3]1[N:8]=[CH:7][N:6]=[C:5]([NH:9][CH2:10][C@@H:11]2[CH2:16][CH2:15][NH:14][CH2:13][C@H:12]2[OH:17])[C:4]=1[C:18]1[CH:23]=[CH:22][C:21]([O:24][C:25]2[CH:30]=[CH:29][CH:28]=[CH:27][CH:26]=2)=[CH:20][CH:19]=1.CCN(C(C)C)C(C)C.[C:40](Cl)(=[O:43])[CH:41]=[CH2:42]. The catalyst is C1COCC1. The product is [NH2:2][C:3]1[N:8]=[CH:7][N:6]=[C:5]([NH:9][CH2:10][C@@H:11]2[CH2:16][CH2:15][N:14]([C:40](=[O:43])[CH:41]=[CH2:42])[CH2:13][C@H:12]2[OH:17])[C:4]=1[C:18]1[CH:23]=[CH:22][C:21]([O:24][C:25]2[CH:30]=[CH:29][CH:28]=[CH:27][CH:26]=2)=[CH:20][CH:19]=1. The yield is 0.0270. (5) The reactants are CCN(C(C)C)C(C)C.[CH3:10][O:11][C:12]1[CH:13]=[C:14]2[C:19](=[CH:20][CH:21]=1)[O:18][C:17](=[O:22])[C:16]([C:23]([OH:25])=O)=[CH:15]2.CN(C(ON1N=NC2C=CC=NC1=2)=[N+](C)C)C.F[P-](F)(F)(F)(F)F.[N:50]1[C:51]([C:59]2[CH:60]=[C:61]([NH2:65])[CH:62]=[CH:63][CH:64]=2)=[CH:52][N:53]2[CH:58]=[CH:57][CH:56]=[CH:55][C:54]=12. The catalyst is CN(C=O)C. The product is [N:50]1[C:51]([C:59]2[CH:60]=[C:61]([NH:65][C:23]([C:16]3[C:17](=[O:22])[O:18][C:19]4[C:14]([CH:15]=3)=[CH:13][C:12]([O:11][CH3:10])=[CH:21][CH:20]=4)=[O:25])[CH:62]=[CH:63][CH:64]=2)=[CH:52][N:53]2[CH:58]=[CH:57][CH:56]=[CH:55][C:54]=12. The yield is 0.830. (6) The reactants are [Cl:1][C:2]1[CH:3]=[C:4]2[C:9](=[CH:10][C:11]=1[O:12][CH3:13])[N:8]=[C:7]([CH3:14])[C:6]([C:15]1[CH:20]=[CH:19][C:18]([O:21][C:22]3[CH:27]=[CH:26][C:25]([O:28][C:29]([F:32])([F:31])[F:30])=[CH:24][CH:23]=3)=[CH:17][CH:16]=1)=[C:5]2[O:33]CC.Br. The catalyst is C(O)(=O)C. The product is [Cl:1][C:2]1[CH:3]=[C:4]2[C:9](=[CH:10][C:11]=1[O:12][CH3:13])[NH:8][C:7]([CH3:14])=[C:6]([C:15]1[CH:20]=[CH:19][C:18]([O:21][C:22]3[CH:27]=[CH:26][C:25]([O:28][C:29]([F:30])([F:32])[F:31])=[CH:24][CH:23]=3)=[CH:17][CH:16]=1)[C:5]2=[O:33]. The yield is 0.840. (7) The reactants are C([O:3][C:4]([C@H:6]1[CH2:11][CH2:10][CH2:9][N:8]([C:12]([C:14]2[S:15][C:16]([C:19]3[C:23]([CH3:24])=[C:22]([C:25]([F:28])([F:27])[F:26])[O:21][N:20]=3)=[CH:17][CH:18]=2)=[O:13])[CH2:7]1)=O)C.[NH3:29]. No catalyst specified. The product is [CH3:24][C:23]1[C:19]([C:16]2[S:15][C:14]([C:12]([N:8]3[CH2:9][CH2:10][CH2:11][C@H:6]([C:4]([NH2:29])=[O:3])[CH2:7]3)=[O:13])=[CH:18][CH:17]=2)=[N:20][O:21][C:22]=1[C:25]([F:27])([F:28])[F:26]. The yield is 0.860. (8) The reactants are Br[C:2]1[C:18]([O:19][CH2:20][C@@H:21]([NH:26][C:27](=[O:33])[O:28][C:29]([CH3:32])([CH3:31])[CH3:30])[CH2:22][CH:23]([CH3:25])[CH3:24])=[CH:17][C:5]2[N:6]([CH3:16])[C:7](=[O:15])[C:8]3[C:13]([C:4]=2[CH:3]=1)=[CH:12][CH:11]=[N:10][C:9]=3[CH3:14].C([Sn](CCCC)(CCCC)[C:39]1[CH:44]=[CH:43][CH:42]=[CH:41][N:40]=1)CCC. The catalyst is O1CCOCC1.C1C=CC([P]([Pd]([P](C2C=CC=CC=2)(C2C=CC=CC=2)C2C=CC=CC=2)([P](C2C=CC=CC=2)(C2C=CC=CC=2)C2C=CC=CC=2)[P](C2C=CC=CC=2)(C2C=CC=CC=2)C2C=CC=CC=2)(C2C=CC=CC=2)C2C=CC=CC=2)=CC=1. The product is [CH3:14][C:9]1[N:10]=[CH:11][CH:12]=[C:13]2[C:8]=1[C:7](=[O:15])[N:6]([CH3:16])[C:5]1[CH:17]=[C:18]([O:19][CH2:20][C@@H:21]([NH:26][C:27](=[O:33])[O:28][C:29]([CH3:31])([CH3:30])[CH3:32])[CH2:22][CH:23]([CH3:25])[CH3:24])[C:2]([C:39]3[CH:44]=[CH:43][CH:42]=[CH:41][N:40]=3)=[CH:3][C:4]2=1. The yield is 0.620. (9) The reactants are Cl[CH2:2][C@H:3]([OH:27])[CH2:4][N:5]1[CH:9]=[C:8]([C:10]2[S:11][CH:12]=[CH:13][CH:14]=2)[N:7]=[C:6]1[CH2:15][CH2:16][C:17]1[N:26]=[C:20]2[CH:21]=[CH:22][CH:23]=[C:24]([CH3:25])[N:19]2[N:18]=1.[CH3:28][NH:29][CH3:30].CO. The catalyst is CS(C)=O. The product is [CH3:28][N:29]([CH3:30])[CH2:2][C@H:3]([OH:27])[CH2:4][N:5]1[CH:9]=[C:8]([C:10]2[S:11][CH:12]=[CH:13][CH:14]=2)[N:7]=[C:6]1[CH2:15][CH2:16][C:17]1[N:26]=[C:20]2[CH:21]=[CH:22][CH:23]=[C:24]([CH3:25])[N:19]2[N:18]=1. The yield is 1.00. (10) The reactants are [Br:1][C:2]1[C:3]([C:9]([F:12])([F:11])[F:10])=[CH:4][C:5](Cl)=[N:6][CH:7]=1.[I-:13].[Na+].C(Cl)(=O)C. The catalyst is C(#N)C. The product is [Br:1][C:2]1[C:3]([C:9]([F:12])([F:11])[F:10])=[CH:4][C:5]([I:13])=[N:6][CH:7]=1. The yield is 0.400.